Dataset: Reaction yield outcomes from USPTO patents with 853,638 reactions. Task: Predict the reaction yield, written as a fraction of the theoretical maximum amount of product (1.0 means a 100% yield; for example, 0.34 means a 34% yield). (1) The reactants are [CH2:1]([O:8][C:9]([NH:11][CH:12]1[CH2:14][C:13]1([OH:20])[C:15]([O:17]CC)=[O:16])=[O:10])[C:2]1[CH:7]=[CH:6][CH:5]=[CH:4][CH:3]=1.C([O-])([O-])=O.[K+].[K+]. The catalyst is C1COCC1.O. The product is [CH2:1]([O:8][C:9]([NH:11][CH:12]1[CH2:14][C:13]1([OH:20])[C:15]([OH:17])=[O:16])=[O:10])[C:2]1[CH:7]=[CH:6][CH:5]=[CH:4][CH:3]=1. The yield is 0.690. (2) The reactants are [CH3:1][O:2][C:3]1[CH:4]=[C:5]([C:11](=O)[C:12]([O:14]CC)=O)[CH:6]=[C:7]([O:9][CH3:10])[CH:8]=1.[Cl:18][C:19]1[N:24]=[C:23]([NH:25][CH3:26])[C:22]([NH2:27])=[CH:21][N:20]=1. The catalyst is C(O)C.C(O)(=O)C.ClCCl. The product is [Cl:18][C:19]1[N:20]=[CH:21][C:22]2[N:27]=[C:11]([C:5]3[CH:6]=[C:7]([O:9][CH3:10])[CH:8]=[C:3]([O:2][CH3:1])[CH:4]=3)[C:12](=[O:14])[N:25]([CH3:26])[C:23]=2[N:24]=1. The yield is 0.500. (3) The yield is 0.910. The product is [NH2:2][C:3]1[CH:8]=[CH:7][C:6]([S:9]([N:12]2[CH2:16][CH2:15][S:14][CH:13]2[C:17]([OH:19])=[O:18])(=[O:11])=[O:10])=[CH:5][CH:4]=1. The reactants are Cl.[NH2:2][C:3]1[CH:8]=[CH:7][C:6]([S:9]([N:12]2[CH2:16][CH2:15][S:14][CH:13]2[C:17]([O:19]C)=[O:18])(=[O:11])=[O:10])=[CH:5][CH:4]=1.Cl. The catalyst is CO.[Li+].[OH-]. (4) The reactants are [Cl:1][C:2]1[CH:3]=[C:4]([C:8]2[O:12][N:11]=[C:10]([CH2:13][N:14]3[CH2:19][CH2:18][NH:17][CH2:16][CH2:15]3)[N:9]=2)[CH:5]=[CH:6][CH:7]=1.[C:20](=[O:23])([O-])[O-].[K+].[K+].Cl[C:27]1C=C[S:29][C:28]=1C(OCC)=O.C(OCC)(=O)C. The catalyst is C1COCC1. The product is [CH2:28]([S:29][C:20]([N:17]1[CH2:16][CH2:15][N:14]([CH2:13][C:10]2[N:9]=[C:8]([C:4]3[CH:5]=[CH:6][CH:7]=[C:2]([Cl:1])[CH:3]=3)[O:12][N:11]=2)[CH2:19][CH2:18]1)=[O:23])[CH3:27]. The yield is 0.700. (5) The reactants are [CH3:1][O:2][C:3](=[O:61])[NH:4][CH:5]([C:9]([N:11]1[CH2:15][CH2:14][CH2:13][CH:12]1[C:16]1[NH:17][C:18]([C:21]2[CH:30]=[CH:29][C:28]3[C:23](=[CH:24][CH:25]=[C:26]([C:31]4[CH:36]=[CH:35][C:34]([C:37]5[NH:38][C:39]([C@@H:42]6[CH2:46][CH2:45][CH2:44][N:43]6[C:47](=[O:60])[CH:48]([NH:55][C:56]([O:58][CH3:59])=[O:57])[C:49]6[CH:54]=[CH:53][CH:52]=[CH:51][CH:50]=6)=[N:40][CH:41]=5)=[CH:33][CH:32]=4)[CH:27]=3)[CH:22]=2)=[CH:19][N:20]=1)=[O:10])[CH:6]([CH3:8])[CH3:7].COC(N[C@H](C1C=CC=CC=1)C(O)=O)=O. No catalyst specified. The product is [CH3:1][O:2][C:3](=[O:61])[NH:4][CH:5]([C:9]([N:11]1[CH2:15][CH2:14][CH2:13][CH:12]1[C:16]1[NH:17][C:18]([C:21]2[CH:30]=[CH:29][C:28]3[C:23](=[CH:24][CH:25]=[C:26]([C:31]4[CH:32]=[CH:33][C:34]([C:37]5[NH:38][C:39]([C@H:42]6[CH2:46][CH2:45][CH2:44][N:43]6[C:47](=[O:60])[CH:48]([NH:55][C:56]([O:58][CH3:59])=[O:57])[C:49]6[CH:54]=[CH:53][CH:52]=[CH:51][CH:50]=6)=[N:40][CH:41]=5)=[CH:35][CH:36]=4)[CH:27]=3)[CH:22]=2)=[CH:19][N:20]=1)=[O:10])[CH:6]([CH3:8])[CH3:7]. The yield is 0.650.